From a dataset of Forward reaction prediction with 1.9M reactions from USPTO patents (1976-2016). Predict the product of the given reaction. (1) Given the reactants [CH3:1][N:2]1[C@@H:19]2[CH2:20][C:7]3=[CH:8][CH:9]=[C:10]([OH:21])[C:11]4[O:12][C@H:13]5[C:14]([CH2:16][CH2:17][C@@H:18]2[C@:5]5([C:6]=43)[CH2:4][CH2:3]1)=[O:15].Cl.[H-].[Na+].[CH2:25](Cl)[C:26]1[CH:31]=[CH:30][CH:29]=[CH:28][CH:27]=1, predict the reaction product. The product is: [CH2:25]([O:21][C:10]1[C:11]2[O:12][C@H:13]3[C:14](=[O:15])[CH2:16][CH2:17][C@@H:18]4[C@@:5]53[CH2:4][CH2:3][N:2]([CH3:1])[C@@H:19]4[CH2:20][C:7]([C:6]=25)=[CH:8][CH:9]=1)[C:26]1[CH:31]=[CH:30][CH:29]=[CH:28][CH:27]=1. (2) Given the reactants C1(P(C2C=CC=CC=2)C2C=CC=CC=2)C=CC=CC=1.[O:20]1[CH2:25][CH2:24][N:23]([CH2:26][CH2:27][CH2:28][OH:29])[CH2:22][CH2:21]1.[CH3:30][C:31]1([CH3:45])[C:35]([CH3:37])([CH3:36])[O:34][B:33]([C:38]2[CH:43]=[CH:42][C:41](O)=[CH:40][CH:39]=2)[O:32]1.N(C(N1CCCCC1)=O)=NC(N1CCCCC1)=O, predict the reaction product. The product is: [CH3:36][C:35]1([CH3:37])[C:31]([CH3:30])([CH3:45])[O:32][B:33]([C:38]2[CH:43]=[CH:42][C:41]([O:29][CH2:28][CH2:27][CH2:26][N:23]3[CH2:24][CH2:25][O:20][CH2:21][CH2:22]3)=[CH:40][CH:39]=2)[O:34]1. (3) Given the reactants [CH3:1][N:2]1[CH2:7][CH2:6][N:5]([C:8](=[O:19])[CH2:9][C:10]2[CH:15]=[CH:14][C:13]([N+:16]([O-])=O)=[CH:12][CH:11]=2)[CH2:4][CH2:3]1.[H][H], predict the reaction product. The product is: [CH3:1][N:2]1[CH2:3][CH2:4][N:5]([C:8]([CH2:9][C:10]2[CH:15]=[CH:14][C:13]([NH2:16])=[CH:12][CH:11]=2)=[O:19])[CH2:6][CH2:7]1. (4) Given the reactants [C:1]1(=[O:6])[CH2:5][CH2:4][CH2:3][CH2:2]1.[CH3:7][C:8](C)([O-])[CH3:9].[K+].C(Br)C=C.C1(=O)CCCCC1, predict the reaction product. The product is: [CH2:9]([CH:2]1[CH2:3][CH2:4][CH2:5][C:1]1=[O:6])[CH:8]=[CH2:7]. (5) Given the reactants C([O:4][C@@H:5]1[C@H:9]([O:10][CH2:11][C:12]2[CH:17]=[CH:16][CH:15]=[CH:14][CH:13]=2)[C@:8]([CH2:20][O:21][CH2:22][C:23]2[CH:28]=[CH:27][CH:26]=[CH:25][CH:24]=2)([CH:18]=[CH2:19])[O:7][C@H:6]1[N:29]1[CH:37]=[N:36][C:35]2[C:30]1=[N:31][CH:32]=[N:33][C:34]=2[NH2:38])(=O)C, predict the reaction product. The product is: [NH2:38][C:34]1[N:33]=[CH:32][N:31]=[C:30]2[C:35]=1[N:36]=[CH:37][N:29]2[C@H:6]1[C@H:5]([OH:4])[C@H:9]([O:10][CH2:11][C:12]2[CH:17]=[CH:16][CH:15]=[CH:14][CH:13]=2)[C@:8]([CH2:20][O:21][CH2:22][C:23]2[CH:24]=[CH:25][CH:26]=[CH:27][CH:28]=2)([CH:18]=[CH2:19])[O:7]1. (6) Given the reactants [CH3:1][C:2]1[CH:7]=[CH:6][C:5]([C:8]2[CH:13]=[CH:12][C:11]([C:14](=[O:21])[CH2:15][CH2:16][C:17]([O:19]C)=[O:18])=[CH:10][CH:9]=2)=[CH:4][CH:3]=1, predict the reaction product. The product is: [CH3:1][C:2]1[CH:3]=[CH:4][C:5]([C:8]2[CH:13]=[CH:12][C:11]([C:14](=[O:21])[CH2:15][CH2:16][C:17]([OH:19])=[O:18])=[CH:10][CH:9]=2)=[CH:6][CH:7]=1. (7) Given the reactants [CH3:1][O:2][C:3]1[CH:8]=[C:7]([CH3:9])[C:6]([S:10]([N:13]([CH2:15][C:16]2[O:20][CH:19]=[C:18]([C:21]([OH:23])=O)[CH:17]=2)[CH3:14])(=[O:12])=[O:11])=[C:5]([CH3:24])[CH:4]=1.C1N=CN(C(N2C=NC=C2)=O)C=1.[N:37]1([CH2:43][CH2:44][N:45]2[CH2:50][CH2:49][O:48][CH2:47][CH2:46]2)[CH2:42][CH2:41][NH:40][CH2:39][CH2:38]1, predict the reaction product. The product is: [CH3:1][O:2][C:3]1[CH:4]=[C:5]([CH3:24])[C:6]([S:10]([N:13]([CH3:14])[CH2:15][C:16]2[O:20][CH:19]=[C:18]([C:21]([N:40]3[CH2:39][CH2:38][N:37]([CH2:43][CH2:44][N:45]4[CH2:46][CH2:47][O:48][CH2:49][CH2:50]4)[CH2:42][CH2:41]3)=[O:23])[CH:17]=2)(=[O:11])=[O:12])=[C:7]([CH3:9])[CH:8]=1. (8) Given the reactants [C:1]([O:5][C:6](=[O:30])[NH:7][C:8]([C:10]1[S:11][C:12]([S:28][CH3:29])=[C:13]([S:15]([C:18]2[CH:26]=[C:25]([Br:27])[C:21]3[N:22]=[CH:23][NH:24][C:20]=3[CH:19]=2)(=[O:17])=[O:16])[CH:14]=1)=[NH:9])([CH3:4])([CH3:3])[CH3:2].[F:31][C:32]1[CH:39]=[C:38]([N+:40]([O-:42])=[O:41])[CH:37]=[CH:36][C:33]=1[CH2:34]Br.C(NC(C)C)(C)C, predict the reaction product. The product is: [C:1]([O:5][C:6](=[O:30])[NH:7][C:8]([C:10]1[S:11][C:12]([S:28][CH3:29])=[C:13]([S:15]([C:18]2[CH:26]=[C:25]([Br:27])[C:21]3[N:22]([CH2:34][C:33]4[CH:36]=[CH:37][C:38]([N+:40]([O-:42])=[O:41])=[CH:39][C:32]=4[F:31])[CH:23]=[N:24][C:20]=3[CH:19]=2)(=[O:16])=[O:17])[CH:14]=1)=[NH:9])([CH3:4])([CH3:3])[CH3:2].[C:1]([O:5][C:6](=[O:30])[NH:7][C:8]([C:10]1[S:11][C:12]([S:28][CH3:29])=[C:13]([S:15]([C:18]2[CH:26]=[C:25]([Br:27])[C:21]3[N:22]=[CH:23][N:24]([CH2:34][C:33]4[CH:36]=[CH:37][C:38]([N+:40]([O-:42])=[O:41])=[CH:39][C:32]=4[F:31])[C:20]=3[CH:19]=2)(=[O:16])=[O:17])[CH:14]=1)=[NH:9])([CH3:4])([CH3:3])[CH3:2].